The task is: Regression. Given a peptide amino acid sequence and an MHC pseudo amino acid sequence, predict their binding affinity value. This is MHC class I binding data.. This data is from Peptide-MHC class I binding affinity with 185,985 pairs from IEDB/IMGT. (1) The peptide sequence is YQRRRRFAI. The MHC is HLA-B08:01 with pseudo-sequence HLA-B08:01. The binding affinity (normalized) is 0.834. (2) The peptide sequence is YSRPWNWTF. The MHC is HLA-A32:07 with pseudo-sequence HLA-A32:07. The binding affinity (normalized) is 1.00. (3) The peptide sequence is AETGSQGVYM. The MHC is HLA-B44:02 with pseudo-sequence HLA-B44:02. The binding affinity (normalized) is 0.472. (4) The peptide sequence is SSDDFALIV. The MHC is HLA-B57:01 with pseudo-sequence HLA-B57:01. The binding affinity (normalized) is 0.0847. (5) The peptide sequence is FPFKWAAAF. The MHC is Mamu-A2201 with pseudo-sequence Mamu-A2201. The binding affinity (normalized) is 1.00. (6) The peptide sequence is ASFCGSPY. The MHC is HLA-A30:02 with pseudo-sequence HLA-A30:02. The binding affinity (normalized) is 0.865.